From a dataset of Forward reaction prediction with 1.9M reactions from USPTO patents (1976-2016). Predict the product of the given reaction. (1) Given the reactants [NH2:1][C@H:2]1[CH2:7][CH2:6][C@H:5]([CH2:8][NH:9][C:10]2[C:15]([N+:16]([O-:18])=[O:17])=[CH:14][N:13]=[C:12]([NH:19][CH2:20][C:21]3[CH:26]=[CH:25][CH:24]=[CH:23][C:22]=3[O:27][C:28]([F:31])([F:30])[F:29])[N:11]=2)[CH2:4][CH2:3]1.[O:32]1[C:34]([CH3:36])([CH3:35])[CH:33]1O, predict the reaction product. The product is: [CH3:33][C:34]([OH:32])([CH3:36])[CH2:35][NH:1][C@H:2]1[CH2:3][CH2:4][C@H:5]([CH2:8][NH:9][C:10]2[C:15]([N+:16]([O-:18])=[O:17])=[CH:14][N:13]=[C:12]([NH:19][CH2:20][C:21]3[CH:26]=[CH:25][CH:24]=[CH:23][C:22]=3[O:27][C:28]([F:30])([F:31])[F:29])[N:11]=2)[CH2:6][CH2:7]1. (2) Given the reactants [NH2:1][C:2]1[CH:11]=[C:10]([C:12]([O-])=[O:13])[CH:9]=[CH:8][C:3]=1[C:4]([O:6][CH3:7])=[O:5].CN1CCOCC1.[BH4-].[Na+].[OH-].[Na+], predict the reaction product. The product is: [CH3:7][O:6][C:4](=[O:5])[C:3]1[CH:8]=[CH:9][C:10]([CH2:12][OH:13])=[CH:11][C:2]=1[NH2:1]. (3) Given the reactants COC(=O)[C:4]1[CH:9]=[C:8](I)[CH:7]=[C:6]([Br:11])[CH:5]=1.[C:13]([O-:16])([O-])=[O:14].[Cs+].[Cs+].[CH3:19][C:20]1(C)[C:46]2C(=C(P(C3C=CC=CC=3)C3C=CC=CC=3)C=CC=2)OC2C(P(C3C=CC=CC=3)C3C=CC=CC=3)=CC=C[C:21]1=2.[C:61]1([CH:67]2[CH2:72][NH:71][C:70](=[O:73])[CH2:69][CH2:68]2)[CH:66]=[CH:65][CH:64]=[CH:63][CH:62]=1, predict the reaction product. The product is: [Br:11][C:6]1[CH:7]=[C:8]([CH:9]=[C:4]([N:71]2[CH2:72][CH:67]([C:61]3[CH:62]=[CH:63][CH:64]=[CH:65][CH:66]=3)[CH2:68][CH2:69][C:70]2=[O:73])[CH:5]=1)[C:13]([O:16][C:20]([CH3:46])([CH3:21])[CH3:19])=[O:14]. (4) Given the reactants Br[C:2]1[CH:7]=[CH:6][C:5]([C:8](=[O:10])[CH3:9])=[C:4]([OH:11])[CH:3]=1.[C:12]([O-:15])(=[O:14])C.[K+].C1(P(C2C=CC=CC=2)CCCP(C2C=CC=CC=2)C2C=CC=CC=2)C=CC=CC=1, predict the reaction product. The product is: [C:8]([C:5]1[CH:6]=[CH:7][C:2]([C:12]([OH:15])=[O:14])=[CH:3][C:4]=1[OH:11])(=[O:10])[CH3:9]. (5) The product is: [C:14]([C:2]1[CH:7]=[CH:6][C:5]([NH:8][C:9](=[O:11])[CH3:10])=[C:4]([F:12])[CH:3]=1)#[N:16]. Given the reactants Br[C:2]1[CH:7]=[CH:6][C:5]([NH:8][C:9](=[O:11])[CH3:10])=[C:4]([F:12])[CH:3]=1.C[C:14]([N:16](C)C)=O, predict the reaction product. (6) Given the reactants C([N-]C(C)C)(C)C.[Li+].[C:9]([N:16]1[CH2:21][CH2:20][C:19]([CH3:27])([C:22]([O:24]CC)=O)[CH2:18][CH2:17]1)([O:11][C:12]([CH3:15])([CH3:14])[CH3:13])=[O:10].[Cl:28][CH2:29]I.C(O)(=O)C, predict the reaction product. The product is: [Cl:28][CH2:29][C:22]([C:19]1([CH3:27])[CH2:18][CH2:17][N:16]([C:9]([O:11][C:12]([CH3:13])([CH3:14])[CH3:15])=[O:10])[CH2:21][CH2:20]1)=[O:24]. (7) Given the reactants [C:1]([C:3]1[N:8]=[C:7]([CH2:9][CH2:10][C:11]([O:13][C:14]([CH3:17])([CH3:16])[CH3:15])=[O:12])[CH:6]=[C:5]([CH3:18])[CH:4]=1)#[N:2].[C:19](OC)(=[O:27])[C:20]1[C:21](=[CH:23][CH:24]=[CH:25][CH:26]=1)[SH:22].C(N(CC)CC)C, predict the reaction product. The product is: [CH3:18][C:5]1[CH:4]=[C:3]([C:1]2[S:22][C:21]3[CH:23]=[CH:24][CH:25]=[CH:26][C:20]=3[C:19](=[O:27])[N:2]=2)[N:8]=[C:7]([CH2:9][CH2:10][C:11]([O:13][C:14]([CH3:15])([CH3:17])[CH3:16])=[O:12])[CH:6]=1.